Dataset: Forward reaction prediction with 1.9M reactions from USPTO patents (1976-2016). Task: Predict the product of the given reaction. (1) Given the reactants Br[C:2]1[CH:3]=[C:4]([C:13]2[O:17][N:16]=[C:15]([C:18]3[CH:26]=[CH:25][C:24]4[NH:23][C:22]5[CH:27]([CH2:30][C:31]([O:33]CC)=[O:32])[CH2:28][CH2:29][C:21]=5[C:20]=4[CH:19]=3)[N:14]=2)[CH:5]=[C:6]([O:8][C:9]([F:12])([F:11])[F:10])[CH:7]=1.[Br-].[CH:37]1([Zn+])[CH2:39][CH2:38]1, predict the reaction product. The product is: [CH:37]1([C:2]2[CH:3]=[C:4]([C:13]3[O:17][N:16]=[C:15]([C:18]4[CH:26]=[CH:25][C:24]5[NH:23][C:22]6[CH:27]([CH2:30][C:31]([OH:33])=[O:32])[CH2:28][CH2:29][C:21]=6[C:20]=5[CH:19]=4)[N:14]=3)[CH:5]=[C:6]([O:8][C:9]([F:10])([F:11])[F:12])[CH:7]=2)[CH2:39][CH2:38]1. (2) Given the reactants [CH:1]12[CH2:7][CH:4]([CH:5]=[CH:6]1)[CH2:3][CH:2]2[C:8]([OH:10])=[O:9].[CH2:11]=[CH2:12], predict the reaction product. The product is: [CH:1]12[CH2:7][CH:4]([CH:5]=[CH:6]1)[CH2:3][CH:2]2[C:8]([OH:10])=[O:9].[CH2:11]=[CH2:12]. (3) Given the reactants CN(C=O)C.[CH:6]1[C:23]2[C:22]3[CH:21]=[C:20]4[C:15]([CH:16]=[CH:17][CH:18]=[CH:19]4)=[CH:14][C:13]=3[CH:12]=[CH:11][C:10]=2[CH:9]=[CH:8][CH:7]=1.C1C(=O)N([Br:31])C(=O)C1, predict the reaction product. The product is: [Br:31][C:14]1[C:13]2[CH:12]=[CH:11][C:10]3[CH:9]=[CH:8][CH:7]=[CH:6][C:23]=3[C:22]=2[CH:21]=[C:20]2[C:15]=1[CH:16]=[CH:17][CH:18]=[CH:19]2. (4) The product is: [NH2:1][C@H:4](/[C:31](/[CH3:39])=[CH:32]/[C:33]1[N:34]=[C:35]([CH3:38])[S:36][CH:37]=1)[CH2:5][C@@H:6]1[O:30][C@:7]1([CH3:29])[CH2:8][CH2:9][C:10](=[O:28])[C@H:11]([CH3:27])[C@H:12]([OH:26])[C@@H:13]([CH3:25])[C:14](=[O:24])[C:15]([CH3:22])([CH3:23])[C@@H:16]([OH:21])[CH2:17][C:18]([OH:20])=[O:19]. Given the reactants [N:1]([C@H:4](/[C:31](/[CH3:39])=[CH:32]/[C:33]1[N:34]=[C:35]([CH3:38])[S:36][CH:37]=1)[CH2:5][C@@H:6]1[O:30][C@:7]1([CH3:29])[CH2:8][CH2:9][C:10](=[O:28])[C@H:11]([CH3:27])[C@H:12]([OH:26])[C@@H:13]([CH3:25])[C:14](=[O:24])[C:15]([CH3:23])([CH3:22])[C@@H:16]([OH:21])[CH2:17][C:18]([OH:20])=[O:19])=[N+]=[N-].CP(C)C, predict the reaction product.